Dataset: Full USPTO retrosynthesis dataset with 1.9M reactions from patents (1976-2016). Task: Predict the reactants needed to synthesize the given product. (1) Given the product [N:1]([CH:32]([CH2:37][S:38][CH2:39][C:40]1[CH:45]=[CH:44][CH:43]=[CH:42][CH:41]=1)[C:33]([O:35][CH3:36])=[O:34])=[N+:2]=[N-:3], predict the reactants needed to synthesize it. The reactants are: [N-:1]=[N+:2]=[N-:3].[Na+].O(S(C(F)(F)F)(=O)=O)S(C(F)(F)F)(=O)=O.S(N=[N+]=[N-])(C(F)(F)F)(=O)=O.Cl.N[CH:32]([CH2:37][S:38][CH2:39][C:40]1[CH:45]=[CH:44][CH:43]=[CH:42][CH:41]=1)[C:33]([O:35][CH3:36])=[O:34]. (2) Given the product [Br-:1].[Br:11][C:8]1[CH:9]=[CH:10][C:5]([C:3](=[O:4])[CH2:2][N+:15]23[CH2:19][CH2:18][O:17][CH:16]2[O:12][CH2:13][CH2:14]3)=[CH:6][CH:7]=1, predict the reactants needed to synthesize it. The reactants are: [Br:1][CH2:2][C:3]([C:5]1[CH:10]=[CH:9][C:8]([Br:11])=[CH:7][CH:6]=1)=[O:4].[O:12]1[CH:16]2[O:17][CH2:18][CH2:19][N:15]2[CH2:14][CH2:13]1. (3) Given the product [CH3:11][C:12]1([CH3:28])[C:16]([CH3:18])([CH3:17])[O:15][B:14]([C:2]2[CH:10]=[C:9]3[C:5]([CH:6]=[CH:7][NH:8]3)=[CH:4][CH:3]=2)[O:13]1, predict the reactants needed to synthesize it. The reactants are: Br[C:2]1[CH:10]=[C:9]2[C:5]([CH:6]=[CH:7][NH:8]2)=[CH:4][CH:3]=1.[CH3:11][C:12]1([CH3:28])[C:16]([CH3:18])([CH3:17])[O:15][B:14]([B:14]2[O:15][C:16]([CH3:18])([CH3:17])[C:12]([CH3:28])([CH3:11])[O:13]2)[O:13]1.CC([O-])=O.[K+]. (4) Given the product [CH:11]1[C:12]2[C:7](=[N:6][C:5]3[C:14]([C:13]=2[NH:15][CH:16]([CH:25]2[CH2:28][CH2:26]2)[CH2:17][CH2:18][CH2:19][N:20]([CH2:23][CH3:24])[CH2:21][CH3:22])=[CH:1][CH:2]=[CH:3][CH:4]=3)[CH:8]=[CH:9][CH:10]=1, predict the reactants needed to synthesize it. The reactants are: [CH:1]1[C:14]2[C:5](=[N:6][C:7]3[C:12]([C:13]=2[NH:15][CH:16]([CH2:25][CH3:26])[CH2:17][CH2:18][CH2:19][N:20]([CH2:23][CH3:24])[CH2:21][CH3:22])=[CH:11][CH:10]=[CH:9][CH:8]=3)[CH:4]=[CH:3][CH:2]=1.Cl[C:28]1C2C(N=C3C=1C=CC=C3)=CC=CC=2.Cl.Cl.C1(C(N)CCCN(CC)CC)CC1.C1(O)C=CC=CC=1.C(N(CC)CC)C. (5) Given the product [O:1]1[C:5]2=[CH:6][C:7]3[CH2:8][CH2:9][N:10]([C:20]([C:19]4[CH:23]=[C:24]([S:27]([CH3:30])(=[O:29])=[O:28])[CH:25]=[CH:26][C:18]=4[O:17][CH:14]([CH3:16])[CH3:15])=[O:21])[CH2:11][C:12]=3[CH:13]=[C:4]2[O:3][CH2:2]1, predict the reactants needed to synthesize it. The reactants are: [O:1]1[C:5]2=[CH:6][C:7]3[CH2:8][CH2:9][NH:10][CH2:11][C:12]=3[CH:13]=[C:4]2[O:3][CH2:2]1.[CH:14]([O:17][C:18]1[CH:26]=[CH:25][C:24]([S:27]([CH3:30])(=[O:29])=[O:28])=[CH:23][C:19]=1[C:20](O)=[O:21])([CH3:16])[CH3:15]. (6) Given the product [CH2:9]([NH:16][C:17]1[CH:1]([C:2]2[CH:7]=[CH:6][CH:5]=[CH:4][CH:3]=2)[N:27]([C:26]2[CH:28]=[CH:29][C:23]([Cl:22])=[CH:24][CH:25]=2)[C:20](=[O:18])[N:21]=1)[C:10]1[CH:15]=[CH:14][CH:13]=[CH:12][CH:11]=1, predict the reactants needed to synthesize it. The reactants are: [CH:1](=O)[C:2]1[CH:7]=[CH:6][CH:5]=[CH:4][CH:3]=1.[CH2:9]([N+:16]#[C-:17])[C:10]1[CH:15]=[CH:14][CH:13]=[CH:12][CH:11]=1.[O:18]([C:20]#[N:21])[K].[Cl:22][C:23]1[CH:29]=[CH:28][C:26]([NH2:27])=[CH:25][CH:24]=1.Cl.[NH+]1C=CC=CC=1. (7) The reactants are: Cl.[S:2]1[C:10]2[C:5](=[N:6][CH:7]=[CH:8][CH:9]=2)[N:4]=[C:3]1[O:11][C:12]1[CH:22]=[CH:21][C:15]2[C:16]([CH2:19][NH2:20])=[CH:17][O:18][C:14]=2[CH:13]=1.[Cl:23][C:24]1[CH:29]=[CH:28][C:27]([CH2:30][C:31](Cl)=[O:32])=[CH:26][CH:25]=1.CCN(CC)CC. Given the product [Cl:23][C:24]1[CH:29]=[CH:28][C:27]([CH2:30][C:31]([NH:20][CH2:19][C:16]2[C:15]3[CH:21]=[CH:22][C:12]([O:11][C:3]4[S:2][C:10]5[C:5]([N:4]=4)=[N:6][CH:7]=[CH:8][CH:9]=5)=[CH:13][C:14]=3[O:18][CH:17]=2)=[O:32])=[CH:26][CH:25]=1, predict the reactants needed to synthesize it. (8) Given the product [CH2:1]([O:8][C:9](=[O:24])[CH2:10][CH2:11][C@H:12]([NH:16][C:17]([O:19][C:20]([CH3:23])([CH3:22])[CH3:21])=[O:18])[C:13]1[O:15][C:25]([CH3:26])=[N:28][N:29]=1)[C:2]1[CH:3]=[CH:4][CH:5]=[CH:6][CH:7]=1, predict the reactants needed to synthesize it. The reactants are: [CH2:1]([O:8][C:9](=[O:24])[CH2:10][CH2:11][C@H:12]([NH:16][C:17]([O:19][C:20]([CH3:23])([CH3:22])[CH3:21])=[O:18])[C:13]([OH:15])=O)[C:2]1[CH:7]=[CH:6][CH:5]=[CH:4][CH:3]=1.[C:25]([NH:28][NH2:29])(=O)[CH3:26]. (9) Given the product [C:44]([OH:50])([C:46]([F:49])([F:48])[F:47])=[O:45].[NH2:23][C@@H:18]1[CH2:19][CH2:20][CH2:21][CH2:22][C@@H:17]1[NH:16][C:11]1[N:10]=[C:9]([C:31]2[CH:32]=[N:33][N:34]([CH3:36])[CH:35]=2)[C:8]2[C:7](=[O:37])[NH:6][CH2:14][C:13]=2[C:12]=1[F:15], predict the reactants needed to synthesize it. The reactants are: COC1C=C(OC)C=CC=1C[N:6]1[CH2:14][C:13]2[C:12]([F:15])=[C:11]([NH:16][C@H:17]3[CH2:22][CH2:21][CH2:20][CH2:19][C@H:18]3[NH:23]C(=O)OC(C)(C)C)[N:10]=[C:9]([C:31]3[CH:32]=[N:33][N:34]([CH3:36])[CH:35]=3)[C:8]=2[C:7]1=[O:37].[C:44]([OH:50])([C:46]([F:49])([F:48])[F:47])=[O:45].